From a dataset of Catalyst prediction with 721,799 reactions and 888 catalyst types from USPTO. Predict which catalyst facilitates the given reaction. (1) Reactant: [CH3:1][NH:2][C:3]1[CH:8]=[CH:7][CH:6]=[CH:5][CH:4]=1.N1[CH:14]=[CH:13][CH:12]=[CH:11][CH:10]=1.[N:15]#[C:16][Br:17]. Product: [Br-:17].[CH3:1]/[N+:2](=[CH:10]\[CH:11]=[CH:12]\[CH:13]=[CH:14]\[N:15]([CH3:16])[C:3]1[CH:8]=[CH:7][CH:6]=[CH:5][CH:4]=1)/[C:3]1[CH:8]=[CH:7][CH:6]=[CH:5][CH:4]=1. The catalyst class is: 27. (2) Reactant: [CH3:1][N:2]1[C:11]2[C:6](=[CH:7][CH:8]=[CH:9][CH:10]=2)[CH:5]=[C:4]([CH2:12][N:13]([C:22]2([CH3:27])[CH2:26][CH2:25][NH:24][CH2:23]2)[C:14]([CH:16]2[CH2:21][CH2:20][CH2:19][CH2:18][CH2:17]2)=[O:15])[C:3]1=[O:28].[CH:29]1([CH:33]=O)[CH2:32][CH2:31][CH2:30]1.C(O)(=O)C.C(O[BH-](OC(=O)C)OC(=O)C)(=O)C.[Na+]. Product: [CH:29]1([CH2:33][N:24]2[CH2:25][CH2:26][C:22]([N:13]([CH2:12][C:4]3[C:3](=[O:28])[N:2]([CH3:1])[C:11]4[C:6]([CH:5]=3)=[CH:7][CH:8]=[CH:9][CH:10]=4)[C:14]([CH:16]3[CH2:21][CH2:20][CH2:19][CH2:18][CH2:17]3)=[O:15])([CH3:27])[CH2:23]2)[CH2:32][CH2:31][CH2:30]1. The catalyst class is: 2. (3) Reactant: [CH3:1][C:2]1[CH:3]=[CH:4][C:5]2[N:10]([N:11]=O)[CH2:9][CH:8]([C:13]3[CH:18]=[CH:17][CH:16]=[CH:15][CH:14]=3)[O:7][C:6]=2[CH:19]=1.[NH4+].[Cl-].O.[CH3:23][C:24]([CH3:26])=O. Product: [CH3:1][C:2]1[CH:3]=[CH:4][C:5]2[N:10]([N:11]=[C:24]([CH3:26])[CH3:23])[CH2:9][CH:8]([C:13]3[CH:18]=[CH:17][CH:16]=[CH:15][CH:14]=3)[O:7][C:6]=2[CH:19]=1. The catalyst class is: 401. (4) Reactant: C[O:2][C:3]1[N:8]=[C:7]([C:9]2[CH:10]=[C:11]([CH:44]=[CH:45][CH:46]=2)[CH2:12][CH:13]([CH2:29][C:30]2[CH:35]=[CH:34][CH:33]=[C:32]([C:36]3[CH:41]=[CH:40][CH:39]=[C:38]([O:42]C)[N:37]=3)[CH:31]=2)[CH2:14][C:15]2[CH:20]=[CH:19][CH:18]=[C:17]([C:21]3[CH:26]=[CH:25][CH:24]=[C:23]([O:27]C)[N:22]=3)[CH:16]=2)[CH:6]=[CH:5][CH:4]=1.Cl.[NH+]1C=CC=CC=1.[OH-].[K+]. Product: [OH:27][C:23]1[N:22]=[C:21]([C:17]2[CH:16]=[C:15]([CH:20]=[CH:19][CH:18]=2)[CH2:14][CH:13]([CH2:12][C:11]2[CH:44]=[CH:45][CH:46]=[C:9]([C:7]3[CH:6]=[CH:5][CH:4]=[C:3]([OH:2])[N:8]=3)[CH:10]=2)[CH2:29][C:30]2[CH:35]=[CH:34][CH:33]=[C:32]([C:36]3[CH:41]=[CH:40][CH:39]=[C:38]([OH:42])[N:37]=3)[CH:31]=2)[CH:26]=[CH:25][CH:24]=1. The catalyst class is: 6.